Task: Predict the reaction yield, written as a fraction of the theoretical maximum amount of product (1.0 means a 100% yield; for example, 0.34 means a 34% yield).. Dataset: Reaction yield outcomes from USPTO patents with 853,638 reactions The reactants are C([O:3][C:4](=O)[CH:5]([NH:10][S:11]([C:14]1[C:19]([CH3:20])=[CH:18][C:17]([CH3:21])=[CH:16][C:15]=1[CH3:22])(=[O:13])=[O:12])[C:6]([F:9])([F:8])[F:7])C.[H-].[Al+3].[Li+].[H-].[H-].[H-]. The catalyst is C1COCC1. The product is [CH3:22][C:15]1[CH:16]=[C:17]([CH3:21])[CH:18]=[C:19]([CH3:20])[C:14]=1[S:11]([NH:10][CH:5]([CH2:4][OH:3])[C:6]([F:8])([F:9])[F:7])(=[O:12])=[O:13]. The yield is 0.780.